The task is: Regression. Given two drug SMILES strings and cell line genomic features, predict the synergy score measuring deviation from expected non-interaction effect.. This data is from NCI-60 drug combinations with 297,098 pairs across 59 cell lines. (1) Drug 1: CC12CCC3C(C1CCC2=O)CC(=C)C4=CC(=O)C=CC34C. Drug 2: CCC1=C2CN3C(=CC4=C(C3=O)COC(=O)C4(CC)O)C2=NC5=C1C=C(C=C5)O. Cell line: A498. Synergy scores: CSS=47.0, Synergy_ZIP=-4.72, Synergy_Bliss=-2.04, Synergy_Loewe=-5.92, Synergy_HSA=-0.121. (2) Drug 1: CC1=C2C(C(=O)C3(C(CC4C(C3C(C(C2(C)C)(CC1OC(=O)C(C(C5=CC=CC=C5)NC(=O)OC(C)(C)C)O)O)OC(=O)C6=CC=CC=C6)(CO4)OC(=O)C)O)C)O. Drug 2: CC12CCC3C(C1CCC2OP(=O)(O)O)CCC4=C3C=CC(=C4)OC(=O)N(CCCl)CCCl.[Na+]. Cell line: HOP-62. Synergy scores: CSS=58.0, Synergy_ZIP=15.5, Synergy_Bliss=15.9, Synergy_Loewe=-8.48, Synergy_HSA=17.2. (3) Drug 1: C1C(C(OC1N2C=C(C(=O)NC2=O)F)CO)O. Drug 2: CCN(CC)CCCC(C)NC1=C2C=C(C=CC2=NC3=C1C=CC(=C3)Cl)OC. Cell line: RXF 393. Synergy scores: CSS=7.20, Synergy_ZIP=-3.63, Synergy_Bliss=-0.550, Synergy_Loewe=-0.707, Synergy_HSA=-0.648. (4) Drug 1: C(CN)CNCCSP(=O)(O)O. Drug 2: CC1CCCC2(C(O2)CC(NC(=O)CC(C(C(=O)C(C1O)C)(C)C)O)C(=CC3=CSC(=N3)C)C)C. Cell line: OVCAR-5. Synergy scores: CSS=49.5, Synergy_ZIP=2.73, Synergy_Bliss=0.238, Synergy_Loewe=-28.4, Synergy_HSA=0.660. (5) Drug 1: C1C(C(OC1N2C=NC3=C(N=C(N=C32)Cl)N)CO)O. Drug 2: CC1=C2C(C(=O)C3(C(CC4C(C3C(C(C2(C)C)(CC1OC(=O)C(C(C5=CC=CC=C5)NC(=O)OC(C)(C)C)O)O)OC(=O)C6=CC=CC=C6)(CO4)OC(=O)C)O)C)O. Cell line: HL-60(TB). Synergy scores: CSS=30.9, Synergy_ZIP=-1.62, Synergy_Bliss=-3.25, Synergy_Loewe=-9.86, Synergy_HSA=-2.29. (6) Drug 1: C1=CC(=C2C(=C1NCCNCCO)C(=O)C3=C(C=CC(=C3C2=O)O)O)NCCNCCO. Drug 2: CC1=C(N=C(N=C1N)C(CC(=O)N)NCC(C(=O)N)N)C(=O)NC(C(C2=CN=CN2)OC3C(C(C(C(O3)CO)O)O)OC4C(C(C(C(O4)CO)O)OC(=O)N)O)C(=O)NC(C)C(C(C)C(=O)NC(C(C)O)C(=O)NCCC5=NC(=CS5)C6=NC(=CS6)C(=O)NCCC[S+](C)C)O. Cell line: ACHN. Synergy scores: CSS=74.8, Synergy_ZIP=1.64, Synergy_Bliss=1.19, Synergy_Loewe=5.59, Synergy_HSA=8.47.